Dataset: Full USPTO retrosynthesis dataset with 1.9M reactions from patents (1976-2016). Task: Predict the reactants needed to synthesize the given product. (1) Given the product [NH:1]1[C:9]2[C:4](=[CH:5][CH:6]=[CH:7][CH:8]=2)[CH:3]=[C:2]1[CH2:10][NH:20][CH2:19][CH2:18][CH:14]1[CH2:15][CH2:16][CH2:17][N:13]1[CH3:12], predict the reactants needed to synthesize it. The reactants are: [NH:1]1[C:9]2[C:4](=[CH:5][CH:6]=[CH:7][CH:8]=2)[CH:3]=[C:2]1[CH:10]=O.[CH3:12][N:13]1[CH2:17][CH2:16][CH2:15][CH:14]1[CH2:18][CH2:19][NH2:20].[Na]. (2) The reactants are: [Br:1][CH2:2][CH2:3][C@H:4]1[CH2:8][CH2:7][CH2:6][N:5]1[S:9]([C:12]1[CH:20]=[C:19]2[C:15](C=C[NH:18]2)=[CH:14][CH:13]=1)(=[O:11])=[O:10].Cl.ClC1C=C[C:26]([O:27]C2CCNCC2)=CC=1.[C:36](=[O:39])(O)[O-].[Na+].[I-].[Na+]. Given the product [Br:1][CH2:2][CH2:3][C@H:4]1[CH2:8][CH2:7][CH2:6][N:5]1[S:9]([C:12]1[CH:13]=[CH:14][C:15]2[O:27][CH2:26][C:36](=[O:39])[NH:18][C:19]=2[CH:20]=1)(=[O:11])=[O:10], predict the reactants needed to synthesize it. (3) Given the product [C:16]1([C:22]2[CH:23]=[N:2][N:1]([CH:3]3[CH2:4][CH2:5][N:6]([C:9]([O:11][C:12]([CH3:15])([CH3:14])[CH3:13])=[O:10])[CH2:7][CH2:8]3)[CH:25]=2)[CH:21]=[CH:20][CH:19]=[CH:18][CH:17]=1, predict the reactants needed to synthesize it. The reactants are: [NH:1]([CH:3]1[CH2:8][CH2:7][N:6]([C:9]([O:11][C:12]([CH3:15])([CH3:14])[CH3:13])=[O:10])[CH2:5][CH2:4]1)[NH2:2].[C:16]1([CH:22]([CH:25]=O)[CH:23]=O)[CH:21]=[CH:20][CH:19]=[CH:18][CH:17]=1. (4) Given the product [Cl:34][C:20]1[CH:21]=[C:22]([C:25]([N:27]2[CH2:32][CH2:31][N:30]([CH3:33])[CH2:29][CH2:28]2)=[O:26])[CH:23]=[CH:24][C:19]=1[N:17]([CH3:18])[C:15]([C:13]1[S:12][C:11]2[C:5]3[CH:4]=[CH:3][C:2]([C:36]#[N:37])=[CH:35][C:6]=3[O:7][CH2:8][CH2:9][C:10]=2[CH:14]=1)=[O:16], predict the reactants needed to synthesize it. The reactants are: Br[C:2]1[CH:3]=[CH:4][C:5]2[C:11]3[S:12][C:13]([C:15]([N:17]([C:19]4[CH:24]=[CH:23][C:22]([C:25]([N:27]5[CH2:32][CH2:31][N:30]([CH3:33])[CH2:29][CH2:28]5)=[O:26])=[CH:21][C:20]=4[Cl:34])[CH3:18])=[O:16])=[CH:14][C:10]=3[CH2:9][CH2:8][O:7][C:6]=2[CH:35]=1.[C:36]([Cu])#[N:37]. (5) Given the product [Br:2][C:3]1[CH:8]=[CH:7][C:6]([N:9]2[C:13]([CH2:14][C@@H:15]3[CH2:19][CH2:18][N:17]([C:30](=[O:33])[CH2:31][CH3:32])[CH2:16]3)=[N:12][NH:11][C:10]2=[O:20])=[CH:5][CH:4]=1, predict the reactants needed to synthesize it. The reactants are: Cl.[Br:2][C:3]1[CH:8]=[CH:7][C:6]([N:9]2[C:13]([CH2:14][C@@H:15]3[CH2:19][CH2:18][NH:17][CH2:16]3)=[N:12][NH:11][C:10]2=[O:20])=[CH:5][CH:4]=1.C(N(CC)C(C)C)(C)C.[C:30](Cl)(=[O:33])[CH2:31][CH3:32]. (6) Given the product [CH3:1][O:2][C:3]1([O:16][CH3:14])[C:12]2[C:7](=[CH:8][CH:9]=[CH:10][CH:11]=2)[C:6](=[O:13])[CH:5]=[CH:4]1, predict the reactants needed to synthesize it. The reactants are: [CH3:1][O:2][C:3]1[C:12]2[C:7](=[CH:8][CH:9]=[CH:10][CH:11]=2)[C:6]([OH:13])=[CH:5][CH:4]=1.[C:14](O)(=[O:16])C.C(O)(=O)C.IC1C=CC=CC=1.C([O-])(O)=O.[Na+]. (7) Given the product [CH3:5][C:2]([NH:15][C@H:13]([C:7]1[CH:12]=[CH:11][CH:10]=[CH:9][CH:8]=1)[CH3:14])([CH3:6])[C:3]#[N:4], predict the reactants needed to synthesize it. The reactants are: O[C:2]([CH3:6])([CH3:5])[C:3]#[N:4].[C:7]1([C@@H:13]([NH2:15])[CH3:14])[CH:12]=[CH:11][CH:10]=[CH:9][CH:8]=1.